From a dataset of Forward reaction prediction with 1.9M reactions from USPTO patents (1976-2016). Predict the product of the given reaction. (1) Given the reactants BrBr.[CH2:3]=[C:4]([CH2:7][CH2:8][C:9]#[N:10])[C:5]#[N:6].[OH:11][NH:12]C(N)=O.[OH-].[Na+], predict the reaction product. The product is: [NH2:6][C:5]1[C:4]([CH2:7][CH2:8][C:9]#[N:10])=[CH:3][O:11][N:12]=1. (2) Given the reactants [Cl:1][C:2]1[CH:7]=[C:6]([CH2:8][OH:9])[CH:5]=[CH:4][C:3]=1[C:10]1[CH:15]=[CH:14][CH:13]=[C:12]([C:16]#[N:17])[CH:11]=1.C(=O)([O-])[O-:19].[K+].[K+].OO.O, predict the reaction product. The product is: [Cl:1][C:2]1[CH:7]=[C:6]([CH2:8][OH:9])[CH:5]=[CH:4][C:3]=1[C:10]1[CH:15]=[CH:14][CH:13]=[C:12]([C:16]([NH2:17])=[O:19])[CH:11]=1. (3) The product is: [CH2:1]([N:8]1[CH2:12][CH2:11][C:10]([C:20]2[CH:21]=[C:22]3[C:26](=[CH:27][CH:28]=2)[N:25]([S:30]([CH3:29])(=[O:32])=[O:31])[CH:24]=[CH:23]3)([CH2:13][C:14]2[CH:19]=[CH:18][CH:17]=[CH:16][CH:15]=2)[CH2:9]1)[C:2]1[CH:7]=[CH:6][CH:5]=[CH:4][CH:3]=1. Given the reactants [CH2:1]([N:8]1[CH2:12][CH2:11][C:10]([C:20]2[CH:21]=[C:22]3[C:26](=[CH:27][CH:28]=2)[NH:25][CH:24]=[CH:23]3)([CH2:13][C:14]2[CH:19]=[CH:18][CH:17]=[CH:16][CH:15]=2)[CH2:9]1)[C:2]1[CH:7]=[CH:6][CH:5]=[CH:4][CH:3]=1.[CH3:29][S:30](Cl)(=[O:32])=[O:31], predict the reaction product. (4) Given the reactants Br[C:2]1[C:3]([N:22]([CH2:26][CH3:27])[CH2:23][CH2:24][OH:25])=[N:4][CH:5]=[C:6]([CH:21]=1)[C:7]([NH:9][C:10]1[CH:15]=[CH:14][C:13]([O:16][C:17]([Cl:20])([F:19])[F:18])=[CH:12][CH:11]=1)=[O:8].[N:28]1[CH:33]=[C:32](B(O)O)[CH:31]=[N:30][CH:29]=1, predict the reaction product. The product is: [Cl:20][C:17]([F:19])([F:18])[O:16][C:13]1[CH:14]=[CH:15][C:10]([NH:9][C:7](=[O:8])[C:6]2[CH:21]=[C:2]([C:32]3[CH:33]=[N:28][CH:29]=[N:30][CH:31]=3)[C:3]([N:22]([CH2:26][CH3:27])[CH2:23][CH2:24][OH:25])=[N:4][CH:5]=2)=[CH:11][CH:12]=1. (5) Given the reactants [Cl:1][C:2]1[C:11]2[C:6](=[CH:7][C:8]([CH2:14][CH3:15])=[N:9][C:10]=2[CH2:12][CH3:13])[NH:5][C:4](=[O:16])[CH:3]=1.[H-].[Na+].[CH3:19][C:20]1[C:21]([N:26]([CH2:46][O:47][CH2:48][CH2:49][O:50][CH3:51])[S:27]([C:30]2[S:31][CH:32]=[CH:33][C:34]=2[C:35]2[CH:40]=[CH:39][C:38](S(C)(=O)=O)=[CH:37][C:36]=2C)(=[O:29])=[O:28])=[N:22][O:23][C:24]=1[CH3:25].O.[CH3:53]N(C)C=O, predict the reaction product. The product is: [CH3:19][C:20]1[C:21]([N:26]([CH2:46][O:47][CH2:48][CH2:49][O:50][CH3:51])[S:27]([C:30]2[S:31][CH:32]=[CH:33][C:34]=2[C:35]2[CH:36]=[CH:37][C:38]([CH2:53][N:5]3[C:6]4[C:11](=[C:10]([CH2:12][CH3:13])[N:9]=[C:8]([CH2:14][CH3:15])[CH:7]=4)[C:2]([Cl:1])=[CH:3][C:4]3=[O:16])=[CH:39][CH:40]=2)(=[O:29])=[O:28])=[N:22][O:23][C:24]=1[CH3:25]. (6) Given the reactants C([O:8][C:9]1[CH:25]=[CH:24][C:12]([CH2:13][NH:14][C:15]2[C:20]([Cl:21])=[C:19]([CH3:22])[N:18]=[C:17]([CH3:23])[N:16]=2)=[CH:11][C:10]=1[O:26][CH2:27][CH:28]1[CH2:30][CH2:29]1)C1C=CC=CC=1.[H][H], predict the reaction product. The product is: [Cl:21][C:20]1[C:15]([NH:14][CH2:13][C:12]2[CH:24]=[CH:25][C:9]([OH:8])=[C:10]([O:26][CH2:27][CH:28]3[CH2:30][CH2:29]3)[CH:11]=2)=[N:16][C:17]([CH3:23])=[N:18][C:19]=1[CH3:22].